This data is from Forward reaction prediction with 1.9M reactions from USPTO patents (1976-2016). The task is: Predict the product of the given reaction. (1) Given the reactants C([O:8][C@@H:9]1[C@@H:14]([O:15]CC2C=CC=CC=2)[C@H:13]([O:23]CC2C=CC=CC=2)[C@@H:12]([CH2:31][O:32]CC2C=CC=CC=2)[O:11][C@H:10]1[C:40]1[CH:45]=[CH:44][C:43]([Cl:46])=[C:42]([CH2:47][C:48]2[S:49][C:50]([C:53]3[N:58]=[CH:57][CH:56]=[CH:55][N:54]=3)=[CH:51][CH:52]=2)[CH:41]=1)C1C=CC=CC=1.B(F)(F)F.C(=O)([O-])O.[Na+].S([O-])([O-])(=O)=S.[Na+].[Na+], predict the reaction product. The product is: [C@@H:10]1([C:40]2[CH:45]=[CH:44][C:43]([Cl:46])=[C:42]([CH2:47][C:48]3[S:49][C:50]([C:53]4[N:54]=[CH:55][CH:56]=[CH:57][N:58]=4)=[CH:51][CH:52]=3)[CH:41]=2)[O:11][C@H:12]([CH2:31][OH:32])[C@@H:13]([OH:23])[C@H:14]([OH:15])[C@H:9]1[OH:8]. (2) Given the reactants [Cl:1][C:2]1[CH:3]=[N:4][C:5]2[N:6]([N:8]=[C:9]([C:11]([OH:13])=O)[CH:10]=2)[CH:7]=1.[Br:14][C:15]1[CH:20]=[CH:19][C:18]([C:21]2[CH2:22][CH:23]([CH3:27])[NH:24][CH2:25][CH:26]=2)=[CH:17][CH:16]=1, predict the reaction product. The product is: [Br:14][C:15]1[CH:20]=[CH:19][C:18]([C:21]2[CH2:22][CH:23]([CH3:27])[N:24]([C:11]([C:9]3[CH:10]=[C:5]4[N:4]=[CH:3][C:2]([Cl:1])=[CH:7][N:6]4[N:8]=3)=[O:13])[CH2:25][CH:26]=2)=[CH:17][CH:16]=1. (3) Given the reactants [Br:1][C:2]1[C:7]([Cl:8])=[CH:6][CH:5]=[CH:4][C:3]=1[CH3:9].C1C(=O)N([Br:17])C(=O)C1.C(OOC(=O)C1C=CC=CC=1)(=O)C1C=CC=CC=1, predict the reaction product. The product is: [Br:1][C:2]1[C:7]([Cl:8])=[CH:6][CH:5]=[CH:4][C:3]=1[CH2:9][Br:17]. (4) Given the reactants [C:1]([O:4][C@@H:5]1[C:15]2[C:10](=[N:11][CH:12]=[CH:13][CH:14]=2)[C@H:9]([O:16][Si](C(C)C)(C(C)C)C(C)C)[CH2:8][CH2:7][C@H:6]1[C:27]1[CH:32]=[CH:31][CH:30]=[C:29]([F:33])[C:28]=1[F:34])(=[O:3])[CH3:2].CCCC[N+](CCCC)(CCCC)CCCC.[F-], predict the reaction product. The product is: [C:1]([O:4][C@@H:5]1[C:15]2[C:10](=[N:11][CH:12]=[CH:13][CH:14]=2)[C@H:9]([OH:16])[CH2:8][CH2:7][C@H:6]1[C:27]1[CH:32]=[CH:31][CH:30]=[C:29]([F:33])[C:28]=1[F:34])(=[O:3])[CH3:2].